Predict the product of the given reaction. From a dataset of Forward reaction prediction with 1.9M reactions from USPTO patents (1976-2016). (1) Given the reactants [CH3:1][O:2][C@@H:3]([C@@H:21]1[CH2:25][CH2:24][CH2:23][N:22]1[C:26](=[O:45])[CH2:27][C@@H:28]([O:43][CH3:44])[C@@H:29]([N:34]([CH3:42])[C:35](=[O:41])[C@H:36]([CH:38]([CH3:40])[CH3:39])[NH2:37])[C@@H:30]([CH3:33])[CH2:31][CH3:32])[C@@H:4]([CH3:20])[C:5]([NH:7][C@H:8]([C:16]([O:18][CH3:19])=[O:17])[CH2:9][C:10]1[CH:15]=[CH:14][CH:13]=[CH:12][CH:11]=1)=[O:6].[C:46]([O:50][C:51]([N:53]1[CH2:60][CH2:59][CH2:58][C@@:54]1([CH3:61])[C:55](O)=[O:56])=[O:52])([CH3:49])([CH3:48])[CH3:47].CN(C(ON1N=NC2C=CC=NC1=2)=[N+](C)C)C.F[P-](F)(F)(F)(F)F.CCN(C(C)C)C(C)C, predict the reaction product. The product is: [C:46]([O:50][C:51]([N:53]1[CH2:60][CH2:59][CH2:58][C@@:54]1([CH3:61])[C:55]([NH:37][C@H:36]([C:35]([N:34]([C@@H:29]([C@@H:30]([CH3:33])[CH2:31][CH3:32])[C@H:28]([O:43][CH3:44])[CH2:27][C:26]([N:22]1[CH2:23][CH2:24][CH2:25][C@H:21]1[C@H:3]([O:2][CH3:1])[C@@H:4]([CH3:20])[C:5]([NH:7][C@@H:8]([CH2:9][C:10]1[CH:11]=[CH:12][CH:13]=[CH:14][CH:15]=1)[C:16]([O:18][CH3:19])=[O:17])=[O:6])=[O:45])[CH3:42])=[O:41])[CH:38]([CH3:39])[CH3:40])=[O:56])=[O:52])([CH3:49])([CH3:47])[CH3:48]. (2) Given the reactants [CH3:1][O:2][C:3]1[CH:8]=[CH:7][C:6]([C:9]2[S:40][C:12]3[C:13](=[O:39])[N:14]([CH2:17][C:18]4[N:23]=[C:22]([O:24][CH2:25][C@@H:26]5[CH2:31][CH2:30][CH2:29][CH2:28][N:27]5C(OC(C)(C)C)=O)[CH:21]=[CH:20][CH:19]=4)[N:15]=[CH:16][C:11]=3[CH:10]=2)=[CH:5][CH:4]=1.C(O)(C(F)(F)F)=O, predict the reaction product. The product is: [CH3:1][O:2][C:3]1[CH:4]=[CH:5][C:6]([C:9]2[S:40][C:12]3[C:13](=[O:39])[N:14]([CH2:17][C:18]4[CH:19]=[CH:20][CH:21]=[C:22]([O:24][CH2:25][C@@H:26]5[CH2:31][CH2:30][CH2:29][CH2:28][NH:27]5)[N:23]=4)[N:15]=[CH:16][C:11]=3[CH:10]=2)=[CH:7][CH:8]=1. (3) Given the reactants [OH:1][C@H:2]1[CH2:19][CH2:18][C@:17]2([CH3:20])[C@H:4]([C:5](=[CH2:22])[CH2:6][C@H:7]3[C@H:16]2[CH2:15][CH2:14][C@:12]2([CH3:13])[C@@H:8]3[CH2:9][CH2:10][C:11]2=[O:21])[CH2:3]1.[CH:23](=O)[C:24]1[CH:29]=[CH:28][CH:27]=[CH:26][CH:25]=1.[OH-].[K+], predict the reaction product. The product is: [OH:1][C@H:2]1[CH2:19][CH2:18][C@:17]2([CH3:20])[C@H:4]([C:5](=[CH2:22])[CH2:6][C@H:7]3[C@H:16]2[CH2:15][CH2:14][C@:12]2([CH3:13])[C@@H:8]3[CH2:9][C:10](=[CH:23][C:24]3[CH:29]=[CH:28][CH:27]=[CH:26][CH:25]=3)[C:11]2=[O:21])[CH2:3]1. (4) Given the reactants [N+:1]([C:4]1[CH:9]=[CH:8][C:7]([N:10]2[CH2:15][CH2:14][O:13][CH2:12][C:11]2=[O:16])=[CH:6][CH:5]=1)([O-])=O.C(O)C, predict the reaction product. The product is: [NH2:1][C:4]1[CH:5]=[CH:6][C:7]([N:10]2[CH2:15][CH2:14][O:13][CH2:12][C:11]2=[O:16])=[CH:8][CH:9]=1.